Dataset: Forward reaction prediction with 1.9M reactions from USPTO patents (1976-2016). Task: Predict the product of the given reaction. (1) Given the reactants CC1(C)N([O])C(C)(C)CCC1.[O-]Cl.[Na+].[CH:15]([O:28][C:29]([C:31]1[N:32]2[CH:35]([S:36][CH2:37][C:38]=1[CH2:39][OH:40])[CH:34]([NH:41][C:42](=[O:71])[C:43]([C:65]1[N:69]=[C:68]([NH2:70])[S:67][N:66]=1)=[N:44][O:45][C:46]([C:59]1[CH:64]=[CH:63][CH:62]=[CH:61][CH:60]=1)([C:53]1[CH:58]=[CH:57][CH:56]=[CH:55][CH:54]=1)[C:47]1[CH:52]=[CH:51][CH:50]=[CH:49][CH:48]=1)[C:33]2=[O:72])=[O:30])([C:22]1[CH:27]=[CH:26][CH:25]=[CH:24][CH:23]=1)[C:16]1[CH:21]=[CH:20][CH:19]=[CH:18][CH:17]=1.[K+].[Br-].C([O-])(O)=O.[Na+], predict the reaction product. The product is: [CH:15]([O:28][C:29]([C:31]1[N:32]2[CH:35]([S:36][CH2:37][C:38]=1[CH:39]=[O:40])[CH:34]([NH:41][C:42](=[O:71])[C:43]([C:65]1[N:69]=[C:68]([NH2:70])[S:67][N:66]=1)=[N:44][O:45][C:46]([C:53]1[CH:54]=[CH:55][CH:56]=[CH:57][CH:58]=1)([C:47]1[CH:48]=[CH:49][CH:50]=[CH:51][CH:52]=1)[C:59]1[CH:64]=[CH:63][CH:62]=[CH:61][CH:60]=1)[C:33]2=[O:72])=[O:30])([C:22]1[CH:23]=[CH:24][CH:25]=[CH:26][CH:27]=1)[C:16]1[CH:17]=[CH:18][CH:19]=[CH:20][CH:21]=1. (2) Given the reactants Br[C:2]1[CH:11]=[CH:10][C:9]2[O:8][C@H:7]3[CH2:12][CH2:13][CH2:14][O:15][C@@H:6]3[C:5]3([CH2:19][O:18][CH:17]([NH2:20])[NH:16]3)[C:4]=2[CH:3]=1.[Cl:21][C:22]1[CH:23]=[C:24](B(O)O)[CH:25]=[N:26][CH:27]=1.C(=O)([O-])[O-].[K+].[K+].O1CCOCC1, predict the reaction product. The product is: [Cl:21][C:22]1[CH:23]=[C:24]([C:2]2[CH:11]=[CH:10][C:9]3[O:8][C@H:7]4[CH2:12][CH2:13][CH2:14][O:15][C@@H:6]4[C:5]4([CH2:19][O:18][C:17]([NH2:20])=[N:16]4)[C:4]=3[CH:3]=2)[CH:25]=[N:26][CH:27]=1. (3) Given the reactants [C:1]([N:8]1[CH2:13][CH2:12][C:11]([C:16]2[CH:21]=[CH:20][C:19]([Cl:22])=[CH:18][CH:17]=2)([C:14]#[N:15])[CH2:10][CH2:9]1)([O:3][C:4]([CH3:7])([CH3:6])[CH3:5])=[O:2].[OH-].[NH4+], predict the reaction product. The product is: [C:1]([N:8]1[CH2:9][CH2:10][C:11]([CH2:14][NH2:15])([C:16]2[CH:17]=[CH:18][C:19]([Cl:22])=[CH:20][CH:21]=2)[CH2:12][CH2:13]1)([O:3][C:4]([CH3:7])([CH3:6])[CH3:5])=[O:2]. (4) The product is: [Br:15][C:3]1[C:4]2[C:5](=[CH:6][N:7]=[N:8][CH:9]=2)[S:1][CH:2]=1. Given the reactants [S:1]1[C:5]2=[CH:6][N:7]=[N:8][CH:9]=[C:4]2[CH:3]=[CH:2]1.C([O-])(=O)C.[Na+].[Br:15]Br, predict the reaction product. (5) Given the reactants [CH:1]1([CH:7]([N:19]2[C:23]3[CH:24]=[C:25]([F:29])[C:26]([F:28])=[CH:27][C:22]=3[N:21]=[C:20]2[C:30]2[C:31]([O:38][CH3:39])=[N:32][C:33]([O:36][CH3:37])=[CH:34][CH:35]=2)[CH2:8]OC2C=CC(C(O)=O)=CN=2)[CH2:6][CH2:5][CH2:4][CH2:3][CH2:2]1.[CH3:40][O:41][C:42](=[O:52])[C:43]1[CH:48]=[C:47]([F:49])[C:46]([OH:50])=[C:45]([F:51])[CH:44]=1, predict the reaction product. The product is: [CH3:40][O:41][C:42](=[O:52])[C:43]1[CH:44]=[C:45]([F:51])[C:46]([O:50][CH2:8][CH:7]([CH:1]2[CH2:6][CH2:5][CH2:4][CH2:3][CH2:2]2)[N:19]2[C:23]3[CH:24]=[C:25]([F:29])[C:26]([F:28])=[CH:27][C:22]=3[N:21]=[C:20]2[C:30]2[C:31]([O:38][CH3:39])=[N:32][C:33]([O:36][CH3:37])=[CH:34][CH:35]=2)=[C:47]([F:49])[CH:48]=1. (6) Given the reactants FC(F)(F)S(O[C:7]1[CH:12]=[CH:11][CH:10]=[C:9]([N:13]2[CH2:18][CH2:17][O:16][CH2:15][CH2:14]2)[CH:8]=1)(=O)=O.B1(B2OC(C)(C)C(C)(C)O2)OC(C)(C)C(C)(C)O1.C([O-])(=O)C.[K+].[ClH:44].[N:45]12[CH2:52][CH2:51][CH:48]([CH2:49][CH2:50]1)[C@H:47]([NH:53][C:54]([C:56]1[S:57][C:58]3[C:64](Br)=[CH:63][CH:62]=[CH:61][C:59]=3[CH:60]=1)=[O:55])[CH2:46]2.C(=O)([O-])[O-].[Na+].[Na+], predict the reaction product. The product is: [ClH:44].[N:45]12[CH2:50][CH2:49][CH:48]([CH2:51][CH2:52]1)[C@H:47]([NH:53][C:54]([C:56]1[S:57][C:58]3[C:64]([C:7]4[CH:12]=[CH:11][CH:10]=[C:9]([N:13]5[CH2:14][CH2:15][O:16][CH2:17][CH2:18]5)[CH:8]=4)=[CH:63][CH:62]=[CH:61][C:59]=3[CH:60]=1)=[O:55])[CH2:46]2. (7) Given the reactants [F:1][C:2]([F:12])([F:11])[C:3]1[CH:4]=[C:5]([CH:8]=[CH:9][CH:10]=1)[CH2:6]Br.[CH2:13]([O:15][C:16](=[O:44])[C:17]([O:36][C:37]1[CH:42]=[CH:41][CH:40]=[CH:39][C:38]=1[F:43])([CH3:35])[CH2:18][C:19]1[CH:24]=[CH:23][C:22]([O:25][CH2:26][CH2:27][CH:28]2[CH2:32][NH:31][C:30](=[O:33])[N:29]2[CH3:34])=[CH:21][CH:20]=1)[CH3:14].[H-].[Na+], predict the reaction product. The product is: [CH2:13]([O:15][C:16](=[O:44])[C:17]([O:36][C:37]1[CH:42]=[CH:41][CH:40]=[CH:39][C:38]=1[F:43])([CH3:35])[CH2:18][C:19]1[CH:24]=[CH:23][C:22]([O:25][CH2:26][CH2:27][CH:28]2[CH2:32][N:31]([CH2:6][C:5]3[CH:8]=[CH:9][CH:10]=[C:3]([C:2]([F:12])([F:11])[F:1])[CH:4]=3)[C:30](=[O:33])[N:29]2[CH3:34])=[CH:21][CH:20]=1)[CH3:14]. (8) Given the reactants [C:1]([O:8][C:9]([CH3:12])([CH3:11])[CH3:10])(=[O:7])[CH2:2][C:3]([O:5][CH3:6])=[O:4].[H-].[Na+].[Br:15][C:16]1[CH:17]=[C:18]([F:23])[C:19](F)=[N:20][CH:21]=1, predict the reaction product. The product is: [Br:15][C:16]1[CH:17]=[C:18]([F:23])[C:19]([CH:2]([C:3]([O:5][CH3:6])=[O:4])[C:1]([O:8][C:9]([CH3:12])([CH3:11])[CH3:10])=[O:7])=[N:20][CH:21]=1.